From a dataset of Peptide-MHC class II binding affinity with 134,281 pairs from IEDB. Regression. Given a peptide amino acid sequence and an MHC pseudo amino acid sequence, predict their binding affinity value. This is MHC class II binding data. (1) The peptide sequence is SQDPELSWNLNGLQAY. The MHC is DRB1_0802 with pseudo-sequence DRB1_0802. The binding affinity (normalized) is 0.170. (2) The peptide sequence is EVLKGPFTVRYTTEG. The MHC is HLA-DQA10501-DQB10201 with pseudo-sequence HLA-DQA10501-DQB10201. The binding affinity (normalized) is 0.0830. (3) The peptide sequence is EEDIEIIPIQEEEY. The MHC is DRB3_0202 with pseudo-sequence DRB3_0202. The binding affinity (normalized) is 0. (4) The peptide sequence is SQDLELSWNLNGHQAY. The MHC is HLA-DQA10301-DQB10302 with pseudo-sequence HLA-DQA10301-DQB10302. The binding affinity (normalized) is 0.378. (5) The peptide sequence is EKKYLAATQFEPLAA. The MHC is HLA-DPA10103-DPB10601 with pseudo-sequence HLA-DPA10103-DPB10601. The binding affinity (normalized) is 0.923.